This data is from Forward reaction prediction with 1.9M reactions from USPTO patents (1976-2016). The task is: Predict the product of the given reaction. (1) The product is: [F:13][C:14]([F:26])([F:27])[O:15][C:16]1[CH:17]=[C:18]([CH:22]([CH3:1])[C:23]([OH:25])=[O:24])[CH:19]=[CH:20][CH:21]=1. Given the reactants [CH:1](NC(C)C)(C)C.[Li]CCCC.[F:13][C:14]([F:27])([F:26])[O:15][C:16]1[CH:17]=[C:18]([CH2:22][C:23]([OH:25])=[O:24])[CH:19]=[CH:20][CH:21]=1.CI, predict the reaction product. (2) Given the reactants [Cl:1][C:2]1[C:7]([CH2:8][N:9]([CH2:20][C:21]2[CH:22]=[C:23]([CH:35]=[CH:36][CH:37]=2)[CH2:24][N:25]2[CH:29]([C:30](O)=[O:31])[CH2:28][CH2:27][S:26]2(=[O:34])=[O:33])[C@H:10]([CH2:16][N:17]([CH3:19])[CH3:18])[CH2:11][C:12]([CH3:15])([CH3:14])[CH3:13])=[C:6]([F:38])[C:5]([O:39][CH3:40])=[CH:4][CH:3]=1.[CH3:41][C@@H:42]1[C@@H:47]([NH2:48])[CH2:46][C@H:45]2[CH2:49][C@@H:43]1[C:44]2([CH3:51])[CH3:50], predict the reaction product. The product is: [CH3:41][C@@H:42]1[C@@H:47]([NH:48][C:30]([CH:29]2[CH2:28][CH2:27][S:26](=[O:33])(=[O:34])[N:25]2[CH2:24][C:23]2[CH:35]=[CH:36][CH:37]=[C:21]([CH2:20][N:9]([CH2:8][C:7]3[C:2]([Cl:1])=[CH:3][CH:4]=[C:5]([O:39][CH3:40])[C:6]=3[F:38])[C@H:10]([CH2:16][N:17]([CH3:18])[CH3:19])[CH2:11][C:12]([CH3:15])([CH3:14])[CH3:13])[CH:22]=2)=[O:31])[CH2:46][C@H:45]2[CH2:49][C@@H:43]1[C:44]2([CH3:50])[CH3:51]. (3) Given the reactants CO[CH:3]([O:15][CH3:16])[C:4]1[C:9](CO)=[CH:8][C:7]2[O:12][CH2:13][O:14][C:6]=2[CH:5]=1.[CH3:17][O:18][C:19]([C:21]#[C:22][C:23]([O:25][CH3:26])=[O:24])=[O:20].CC(O)=O, predict the reaction product. The product is: [O:15]1[CH:16]2[C:9]3[C:4]([CH:3]1[C:22]([C:23]([O:25][CH3:26])=[O:24])=[C:21]2[C:19]([O:18][CH3:17])=[O:20])=[CH:5][C:6]1[O:14][CH2:13][O:12][C:7]=1[CH:8]=3. (4) Given the reactants [Cl:1][C:2]1[CH:7]=[CH:6][C:5]([S:8]([N:11]2[CH2:17][CH2:16][CH2:15][CH2:14][C:13]3[CH:18]=[CH:19][CH:20]=[CH:21][C:12]2=3)(=[O:10])=[O:9])=[CH:4][C:3]=1[NH:22][C:23](=[O:28])[CH2:24][C:25](=O)[CH3:26].C([O-])(=O)C.[NH4+:33], predict the reaction product. The product is: [Cl:1][C:2]1[CH:7]=[CH:6][C:5]([S:8]([N:11]2[CH2:17][CH2:16][CH2:15][CH2:14][C:13]3[CH:18]=[CH:19][CH:20]=[CH:21][C:12]2=3)(=[O:10])=[O:9])=[CH:4][C:3]=1[NH:22][C:23](=[O:28])[CH2:24][C:25](=[NH:33])[CH3:26]. (5) Given the reactants I[C:2]1[CH:12]=[CH:11][C:5]([C:6]([O:8]CC)=[O:7])=[CH:4][CH:3]=1.[CH2:13]([C@@H:15]1[CH2:19][O:18][C:17](=[O:20])[NH:16]1)[CH3:14], predict the reaction product. The product is: [CH2:13]([C@@H:15]1[CH2:19][O:18][C:17](=[O:20])[N:16]1[C:2]1[CH:3]=[CH:4][C:5]([C:6]([OH:8])=[O:7])=[CH:11][CH:12]=1)[CH3:14]. (6) Given the reactants Cl.[Cl:2][C:3]1[N:8]=[CH:7][N:6]=[C:5]([NH:9][C:10]2[CH:18]=[CH:17][C:13]([C:14](Cl)=[O:15])=[CH:12][CH:11]=2)[CH:4]=1.ClC1N=CN=C(NC2C=CC([C:31](O)=[O:32])=CC=2)C=1, predict the reaction product. The product is: [Cl:2][C:3]1[N:8]=[CH:7][N:6]=[C:5]([NH:9][C:10]2[CH:18]=[CH:17][C:13]([C:14]([O:32][CH3:31])=[O:15])=[CH:12][CH:11]=2)[CH:4]=1. (7) Given the reactants [NH2:1][C:2]1[CH:7]=[CH:6][C:5]([C:8]2[S:12][C:11]([CH2:13][CH2:14][C:15]([CH3:21])([CH3:20])[C:16]([O:18][CH3:19])=[O:17])=[N:10][CH:9]=2)=[CH:4][CH:3]=1.[O:22]1[C:26]([C:27]2[CH:36]=[CH:35][C:30]([C:31](OC)=[O:32])=[CH:29][CH:28]=2)=[CH:25][N:24]=[CH:23]1.C[Al](C)C.C(=O)([O-])[O-].[Na+].[Na+], predict the reaction product. The product is: [CH3:20][C:15]([CH3:21])([CH2:14][CH2:13][C:11]1[S:12][C:8]([C:5]2[CH:4]=[CH:3][C:2]([NH:1][C:31](=[O:32])[C:30]3[CH:29]=[CH:28][C:27]([C:26]4[O:22][CH:23]=[N:24][CH:25]=4)=[CH:36][CH:35]=3)=[CH:7][CH:6]=2)=[CH:9][N:10]=1)[C:16]([O:18][CH3:19])=[O:17]. (8) Given the reactants [N+:1]([O-:4])(O)=[O:2].[CH:5]1([C:8]2[N:13]=[C:12]([OH:14])[CH:11]=[C:10]([OH:15])[N:9]=2)[CH2:7][CH2:6]1, predict the reaction product. The product is: [CH:5]1([C:8]2[N:13]=[C:12]([OH:14])[C:11]([N+:1]([O-:4])=[O:2])=[C:10]([OH:15])[N:9]=2)[CH2:7][CH2:6]1. (9) Given the reactants [CH3:1][O:2][C:3]1[CH:4]=[C:5]2[C:10](=[CH:11][C:12]=1[O:13][CH3:14])[N:9]=[CH:8][N:7]=[C:6]2[O:15][C:16]1[CH:22]=[CH:21][C:19]([NH2:20])=[CH:18][CH:17]=1.Cl[C:24](Cl)([O:26]C(=O)OC(Cl)(Cl)Cl)Cl.[CH3:35][CH2:36][CH:37]([OH:41])[CH2:38][CH2:39][CH3:40].C(=O)(O)[O-].[Na+], predict the reaction product. The product is: [CH3:1][O:2][C:3]1[CH:4]=[C:5]2[C:10](=[CH:11][C:12]=1[O:13][CH3:14])[N:9]=[CH:8][N:7]=[C:6]2[O:15][C:16]1[CH:22]=[CH:21][C:19]([NH:20][C:24](=[O:26])[O:41][CH:37]([CH2:36][CH3:35])[CH2:38][CH2:39][CH3:40])=[CH:18][CH:17]=1. (10) Given the reactants C[OH:2].Cl.Cl.[CH2:5]([NH:7][C:8]([NH:10][C:11]([NH:13][CH2:14][CH2:15][CH2:16][CH2:17][CH2:18][CH2:19][CH2:20][CH2:21][CH2:22][CH2:23][CH2:24][CH3:25])=[NH:12])=[NH:9])[CH3:6].[CH3:26][C:27]([CH3:29])=[O:28], predict the reaction product. The product is: [C:27]([OH:2])(=[O:28])[CH3:29].[CH2:5]([NH:7][C:8]1[NH:10][C:11]([NH:13][CH2:14][CH2:15][CH2:16][CH2:17][CH2:18][CH2:19][CH2:20][CH2:21][CH2:22][CH2:23][CH2:24][CH3:25])=[N:12][C:27]([CH3:29])([CH3:26])[N:9]=1)[CH3:6].